From a dataset of Forward reaction prediction with 1.9M reactions from USPTO patents (1976-2016). Predict the product of the given reaction. (1) Given the reactants Br[C:2]1[CH:24]=[C:23]([F:25])[CH:22]=[CH:21][C:3]=1[O:4][CH2:5][C:6]([N:8]([CH:18]([CH3:20])[CH3:19])[NH:9][C:10](=[O:17])[C:11]1[CH:16]=[CH:15][CH:14]=[CH:13][CH:12]=1)=[O:7].C([O-])([O-])=O.[Na+].[Na+].[Cl:32][C:33]1[CH:38]=[CH:37][C:36](B(O)O)=[CH:35][CH:34]=1, predict the reaction product. The product is: [Cl:32][C:33]1[CH:38]=[CH:37][C:36]([C:2]2[CH:24]=[C:23]([F:25])[CH:22]=[CH:21][C:3]=2[O:4][CH2:5][C:6]([N:8]([CH:18]([CH3:20])[CH3:19])[NH:9][C:10](=[O:17])[C:11]2[CH:16]=[CH:15][CH:14]=[CH:13][CH:12]=2)=[O:7])=[CH:35][CH:34]=1. (2) Given the reactants [CH3:1][O:2][C:3]1[CH:18]=[CH:17][C:6]([CH2:7][N:8](C)[C:9](=O)OC(C)(C)C)=[CH:5][C:4]=1[N:19]([CH2:24][CH2:25][N:26]1[CH2:31][CH2:30][O:29][CH2:28][CH2:27]1)[S:20]([CH3:23])(=[O:22])=[O:21].Cl.O1CCOCC1, predict the reaction product. The product is: [CH3:1][O:2][C:3]1[CH:18]=[CH:17][C:6]([CH2:7][NH:8][CH3:9])=[CH:5][C:4]=1[N:19]([CH2:24][CH2:25][N:26]1[CH2:27][CH2:28][O:29][CH2:30][CH2:31]1)[S:20]([CH3:23])(=[O:22])=[O:21]. (3) Given the reactants [Cl:1][C:2]1[CH:7]=[CH:6][C:5]([S:8]([C:11]2[CH:16]=[CH:15][C:14]([NH:17][C:18]([NH:20][NH2:21])=[S:19])=[CH:13][CH:12]=2)(=[O:10])=[O:9])=[CH:4][C:3]=1[C:22]([F:25])([F:24])[F:23].[CH2:26](OC(OCC)OCC)C, predict the reaction product. The product is: [Cl:1][C:2]1[CH:7]=[CH:6][C:5]([S:8]([C:11]2[CH:16]=[CH:15][C:14]([NH:17][C:18]3[S:19][CH:26]=[N:21][N:20]=3)=[CH:13][CH:12]=2)(=[O:10])=[O:9])=[CH:4][C:3]=1[C:22]([F:24])([F:25])[F:23]. (4) Given the reactants [C:1]([C:5]1[NH:6][C:7](C(O)=O)=[C:8]([C:10]2[C:11]([CH3:16])=[N:12][O:13][C:14]=2[CH3:15])[N:9]=1)([CH3:4])([CH3:3])[CH3:2].[NH2:20][C:21]1[CH:46]=[CH:45][C:24]([O:25][C:26]2[CH:31]=[CH:30][N:29]=[C:28]3[CH:32]=[C:33]([C:35]([N:37]4[CH2:41][CH2:40][C@@H:39]([N:42]([CH3:44])[CH3:43])[CH2:38]4)=[O:36])[S:34][C:27]=23)=[CH:23][CH:22]=1.C(C1NC([NH:63][C:64](NC2C=CC(OC3C4C(=CC(OC)=C(OC)C=4)N=CC=3)=CC=2)=[O:65])=C(C2C(Cl)=NC=CC=2)N=1)(C)(C)C, predict the reaction product. The product is: [C:1]([C:5]1[NH:6][C:7]([NH:63][C:64]([NH:20][C:21]2[CH:46]=[CH:45][C:24]([O:25][C:26]3[CH:31]=[CH:30][N:29]=[C:28]4[CH:32]=[C:33]([C:35]([N:37]5[CH2:41][CH2:40][C@@H:39]([N:42]([CH3:43])[CH3:44])[CH2:38]5)=[O:36])[S:34][C:27]=34)=[CH:23][CH:22]=2)=[O:65])=[C:8]([C:10]2[C:11]([CH3:16])=[N:12][O:13][C:14]=2[CH3:15])[N:9]=1)([CH3:2])([CH3:3])[CH3:4]. (5) Given the reactants [CH3:1][O:2][C:3]1[CH:9]=[CH:8][C:6]([NH2:7])=[CH:5][CH:4]=1.C(N(CC)CC)C.[Cl-].ClC1N(C)CC[NH+]1C.[CH3:26][O:27][C:28]1[C:29](=[O:56])[C:30]([CH3:55])=[C:31]([CH2:37][C:38]2[CH:39]=[CH:40][C:41]([O:47][CH2:48][C:49]3[CH:54]=[CH:53][CH:52]=[CH:51][CH:50]=3)=[C:42]([CH:46]=2)[C:43](O)=[O:44])[C:32](=[O:36])[C:33]=1[O:34][CH3:35], predict the reaction product. The product is: [CH3:26][O:27][C:28]1[C:29](=[O:56])[C:30]([CH3:55])=[C:31]([CH2:37][C:38]2[CH:39]=[CH:40][C:41]([O:47][CH2:48][C:49]3[CH:50]=[CH:51][CH:52]=[CH:53][CH:54]=3)=[C:42]([CH:46]=2)[C:43]([NH:7][C:6]2[CH:8]=[CH:9][C:3]([O:2][CH3:1])=[CH:4][CH:5]=2)=[O:44])[C:32](=[O:36])[C:33]=1[O:34][CH3:35]. (6) Given the reactants Cl[C:2]1[N:7]=[C:6]([NH2:8])[C:5]([N+:9]([O-:11])=[O:10])=[CH:4][CH:3]=1.[F:12][C:13]1[CH:18]=[CH:17][CH:16]=[CH:15][C:14]=1B(O)O.C(=O)([O-])[O-].[Cs+].[Cs+], predict the reaction product. The product is: [F:12][C:13]1[CH:18]=[CH:17][CH:16]=[CH:15][C:14]=1[C:2]1[N:7]=[C:6]([NH2:8])[C:5]([N+:9]([O-:11])=[O:10])=[CH:4][CH:3]=1. (7) The product is: [NH2:11][C:9]1[N:8]=[CH:7][N:6]=[C:5]2[N:4]([C@@H:17]3[CH2:18][CH2:13][CH2:14][N:15]([C:19]([O:21][C:22]([CH3:25])([CH3:24])[CH3:23])=[O:20])[CH2:16]3)[N:3]=[C:2]([I:1])[C:10]=12. Given the reactants [I:1][C:2]1[C:10]2[C:5](=[N:6][CH:7]=[N:8][C:9]=2[NH2:11])[NH:4][N:3]=1.O[C@H:13]1[CH2:18][CH2:17][CH2:16][N:15]([C:19]([O:21][C:22]([CH3:25])([CH3:24])[CH3:23])=[O:20])[CH2:14]1.C1(P(C2C=CC=CC=2)C2C=CC=CC=2)C=CC=CC=1.O1CCCC1.N(C(OC(C)C)=O)=NC(OC(C)C)=O, predict the reaction product. (8) Given the reactants [C:1]1(=[O:11])[O:6][C:4](=O)[C:3]2=[CH:7][CH:8]=[CH:9][CH:10]=[C:2]12.N[C:13]1[CH:18]=[CH:17][CH:16]=[CH:15][C:14]=1[OH:19].C[N:21](C)C=O, predict the reaction product. The product is: [OH:19][C:14]1[CH:15]=[CH:16][C:17]([N:21]2[C:1](=[O:11])[C:2]3=[CH:10][CH:9]=[CH:8][CH:7]=[C:3]3[C:4]2=[O:6])=[CH:18][CH:13]=1. (9) Given the reactants C(NC1C=CC(C2C=C3C(CN([C@@H](C(C)C)C(O)=O)C3=O)=CC=2)=CC=1)(=O)C1C=CC=CC=1.[CH3:33][CH:34]([CH3:71])[C@H:35]([N:40]1[CH2:48][C:47]2[C:42](=[CH:43][C:44]([C:49]3[CH:54]=[CH:53][C:52]([NH:55][C:56]([C:58]4[N:59]=[C:60]([C:64]5[CH:69]=[CH:68][CH:67]=[CH:66][CH:65]=5)[O:61][C:62]=4[CH3:63])=[O:57])=[CH:51][CH:50]=3)=[CH:45][CH:46]=2)[C:41]1=[O:70])[C:36]([O:38]C)=[O:37], predict the reaction product. The product is: [CH3:33][CH:34]([CH3:71])[C@H:35]([N:40]1[CH2:48][C:47]2[C:42](=[CH:43][C:44]([C:49]3[CH:50]=[CH:51][C:52]([NH:55][C:56]([C:58]4[N:59]=[C:60]([C:64]5[CH:65]=[CH:66][CH:67]=[CH:68][CH:69]=5)[O:61][C:62]=4[CH3:63])=[O:57])=[CH:53][CH:54]=3)=[CH:45][CH:46]=2)[C:41]1=[O:70])[C:36]([OH:38])=[O:37]. (10) Given the reactants [CH2:1]([N:3]1[C:8]2[N:9]=[C:10]([NH:13][C:14]3[CH:19]=[CH:18][C:17]([N:20]4[CH2:25][CH2:24][N:23](C(OC(C)(C)C)=O)[CH2:22][CH2:21]4)=[C:16]([F:33])[CH:15]=3)[N:11]=[CH:12][C:7]=2[CH:6]=[C:5]([C:34]2[CH:39]=[CH:38][CH:37]=[CH:36][CH:35]=2)[C:4]1=[O:40])[CH3:2].[ClH:41], predict the reaction product. The product is: [ClH:41].[CH2:1]([N:3]1[C:8]2[N:9]=[C:10]([NH:13][C:14]3[CH:19]=[CH:18][C:17]([N:20]4[CH2:25][CH2:24][NH:23][CH2:22][CH2:21]4)=[C:16]([F:33])[CH:15]=3)[N:11]=[CH:12][C:7]=2[CH:6]=[C:5]([C:34]2[CH:35]=[CH:36][CH:37]=[CH:38][CH:39]=2)[C:4]1=[O:40])[CH3:2].